Dataset: HIV replication inhibition screening data with 41,000+ compounds from the AIDS Antiviral Screen. Task: Binary Classification. Given a drug SMILES string, predict its activity (active/inactive) in a high-throughput screening assay against a specified biological target. (1) The compound is COC1=CC(=O)C2(OC)C(=O)c3c(cc4cc(O)c(C(O)OC)c(C)c4c3O)C(=O)C2(O)C1OC1OC(C)C(OC)C(OC)C1OC. The result is 0 (inactive). (2) The molecule is CCOP(=O)(OCC)OP1OCC(C)(C)CO1. The result is 0 (inactive). (3) The compound is OCCN1CCOC(O)(c2cccc(C(F)(F)F)c2)C1. The result is 0 (inactive).